Dataset: Forward reaction prediction with 1.9M reactions from USPTO patents (1976-2016). Task: Predict the product of the given reaction. (1) Given the reactants Cl[C:2]1[N:7]=[C:6]([C:8]([F:11])([F:10])[F:9])[CH:5]=[C:4]([C:12]2[CH:17]=[CH:16][CH:15]=[C:14]([C:18]([F:21])([F:20])[F:19])[CH:13]=2)[N:3]=1.[Br:22][C:23]1[N:24]=[CH:25][NH:26][CH:27]=1, predict the reaction product. The product is: [Br:22][C:23]1[N:24]=[CH:25][N:26]([C:2]2[N:7]=[C:6]([C:8]([F:11])([F:10])[F:9])[CH:5]=[C:4]([C:12]3[CH:17]=[CH:16][CH:15]=[C:14]([C:18]([F:21])([F:20])[F:19])[CH:13]=3)[N:3]=2)[CH:27]=1. (2) Given the reactants O=P12OP3(OP(OP(O3)(O1)=O)(=O)O2)=O.[P].[CH3:16][O:17][C:18]1[CH:19]=[C:20]([CH2:24][CH2:25][CH2:26][CH2:27][C:28]([OH:30])=O)[CH:21]=[CH:22][CH:23]=1, predict the reaction product. The product is: [CH3:16][O:17][C:18]1[CH:23]=[CH:22][C:21]2[C:28](=[O:30])[CH2:27][CH2:26][CH2:25][CH2:24][C:20]=2[CH:19]=1. (3) Given the reactants Br[C:2]1[CH:3]=[CH:4][C:5]2[O:9][C:8]([CH2:10][N:11]3[CH2:15][CH2:14][CH2:13][CH2:12]3)=[N:7][C:6]=2[CH:16]=1.[Na+].[I-:18].CNCCNC.N, predict the reaction product. The product is: [I:18][C:2]1[CH:3]=[CH:4][C:5]2[O:9][C:8]([CH2:10][N:11]3[CH2:15][CH2:14][CH2:13][CH2:12]3)=[N:7][C:6]=2[CH:16]=1. (4) Given the reactants [CH3:1][O:2][C:3]1[CH:8]=[C:7]([N+:9]([O-])=O)[CH:6]=[C:5]([S:12]([CH2:14][CH2:15][O:16][CH2:17][CH2:18][O:19][CH2:20][CH2:21][O:22][CH3:23])=[O:13])[CH:4]=1, predict the reaction product. The product is: [CH3:1][O:2][C:3]1[CH:8]=[C:7]([CH:6]=[C:5]([S:12]([CH2:14][CH2:15][O:16][CH2:17][CH2:18][O:19][CH2:20][CH2:21][O:22][CH3:23])=[O:13])[CH:4]=1)[NH2:9]. (5) The product is: [F:19][B-:20]([F:23])([F:22])[F:21].[C:15]([C:12]1[CH:13]=[CH:14][C:9]([O:8][C:6]([N:1]2[CH:5]=[CH:4][N+:3]([CH3:24])=[CH:2]2)=[O:7])=[CH:10][CH:11]=1)([CH3:18])([CH3:17])[CH3:16]. Given the reactants [N:1]1([C:6]([O:8][C:9]2[CH:14]=[CH:13][C:12]([C:15]([CH3:18])([CH3:17])[CH3:16])=[CH:11][CH:10]=2)=[O:7])[CH:5]=[CH:4][N:3]=[CH:2]1.[F:19][B-:20]([F:23])([F:22])[F:21].[CH3:24][O+](C)C, predict the reaction product. (6) The product is: [C:19]([C:21]1[CH:22]=[C:23]([NH:24][C:15](=[O:17])[CH2:14][C:9]2[NH:10][C:11](=[O:13])[CH:12]=[C:7]([N:1]3[CH2:2][CH2:3][O:4][CH2:5][CH2:6]3)[N:8]=2)[CH:25]=[CH:26][C:27]=1[F:28])#[CH:20]. Given the reactants [N:1]1([C:7]2[N:8]=[C:9]([CH2:14][C:15]([O-:17])=O)[NH:10][C:11](=[O:13])[CH:12]=2)[CH2:6][CH2:5][O:4][CH2:3][CH2:2]1.[Na+].[C:19]([C:21]1[CH:22]=[C:23]([CH:25]=[CH:26][C:27]=1[F:28])[NH2:24])#[CH:20].Cl.CN(C)CCCN=C=NCC, predict the reaction product.